From a dataset of Catalyst prediction with 721,799 reactions and 888 catalyst types from USPTO. Predict which catalyst facilitates the given reaction. (1) Reactant: [F:1][C:2]1[CH:3]=[C:4]([N:9]2[CH2:13][C@H:12]([CH2:14][N:15]3[CH:19]=[CH:18][N:17]=[N:16]3)[O:11][C:10]2=[O:20])[CH:5]=[CH:6][C:7]=1I.[B:21]1([B:21]2[O:25][C:24]([CH3:27])([CH3:26])[C:23]([CH3:29])([CH3:28])[O:22]2)[O:25][C:24]([CH3:27])([CH3:26])[C:23]([CH3:29])([CH3:28])[O:22]1.C([O-])(=O)C.[K+].C(OCC)(=O)C. Product: [F:1][C:2]1[CH:3]=[C:4]([N:9]2[CH2:13][C@H:12]([CH2:14][N:15]3[CH:19]=[CH:18][N:17]=[N:16]3)[O:11][C:10]2=[O:20])[CH:5]=[CH:6][C:7]=1[B:21]1[O:25][C:24]([CH3:27])([CH3:26])[C:23]([CH3:29])([CH3:28])[O:22]1. The catalyst class is: 16. (2) Product: [OH:3][NH:2][C:26]([C:10]1[S:11][C:12]2[CH2:17][CH2:16][N:15]([C:18]([C:20]3[N:21]([CH3:25])[CH:22]=[CH:23][CH:24]=3)=[O:19])[CH2:14][C:13]=2[C:9]=1[CH3:8])=[O:28]. Reactant: Cl.[NH2:2][OH:3].[OH-].[K+].NO.[CH3:8][C:9]1[C:13]2[CH2:14][N:15]([C:18]([C:20]3[N:21]([CH3:25])[CH:22]=[CH:23][CH:24]=3)=[O:19])[CH2:16][CH2:17][C:12]=2[S:11][C:10]=1[C:26]([O:28]CC)=O.C(O)=O. The catalyst class is: 816. (3) The catalyst class is: 19. Reactant: [N:1]1[CH:6]=[CH:5][CH:4]=[C:3]([C:7]#[N:8])[N:2]=1.[ClH:9].[H][H]. Product: [ClH:9].[N:1]1[CH:6]=[CH:5][CH:4]=[C:3]([CH2:7][NH2:8])[N:2]=1. (4) Reactant: [Cl:1][C:2]1[CH:3]=[C:4]([N+:18]([O-:20])=[O:19])[C:5]([CH:8]([C:10]2[C:11]([CH3:17])=[N:12][CH:13]=[CH:14][C:15]=2[CH3:16])[OH:9])=[N:6][CH:7]=1.CC(OI1(OC(C)=O)(OC(C)=O)OC(=O)C2C=CC=CC1=2)=O.[O-]S([O-])(=S)=O.[Na+].[Na+].C([O-])(O)=O.[Na+]. Product: [Cl:1][C:2]1[CH:3]=[C:4]([N+:18]([O-:20])=[O:19])[C:5]([C:8]([C:10]2[C:11]([CH3:17])=[N:12][CH:13]=[CH:14][C:15]=2[CH3:16])=[O:9])=[N:6][CH:7]=1. The catalyst class is: 2. (5) Reactant: [Cl:1][C:2]1[CH:7]=[CH:6][C:5]([C:8]2[N:12]([CH2:13][CH:14]=[CH2:15])[C:11](=[O:16])[N:10]([CH2:17][C:18]([O:20]CC)=[O:19])[N:9]=2)=[CH:4][CH:3]=1.[OH-].[K+]. Product: [Cl:1][C:2]1[CH:7]=[CH:6][C:5]([C:8]2[N:12]([CH2:13][CH:14]=[CH2:15])[C:11](=[O:16])[N:10]([CH2:17][C:18]([OH:20])=[O:19])[N:9]=2)=[CH:4][CH:3]=1. The catalyst class is: 5. (6) Reactant: Br[Zn][CH2:3][C:4]([O:6][CH2:7][CH3:8])=[O:5].[F:9][C:10]1[CH:17]=[CH:16][C:13]([C:14]#N)=[CH:12][CH:11]=1.Cl.C(OCC)(=[O:21])C. Product: [F:9][C:10]1[CH:17]=[CH:16][C:13]([C:14](=[O:21])[CH2:3][C:4]([O:6][CH2:7][CH3:8])=[O:5])=[CH:12][CH:11]=1. The catalyst class is: 1.